Task: Predict the reactants needed to synthesize the given product.. Dataset: Full USPTO retrosynthesis dataset with 1.9M reactions from patents (1976-2016) Given the product [CH:1]1([CH2:7][C@H:8]([CH2:12][CH:13]=[CH2:14])[CH2:9][N:10]([CH3:11])[C:30](=[O:31])[O:32][C:33]([CH3:34])([CH3:35])[CH3:36])[CH2:6][CH2:5][CH2:4][CH2:3][CH2:2]1, predict the reactants needed to synthesize it. The reactants are: [CH:1]1([CH2:7][C@H:8]([CH2:12][CH:13]=[CH2:14])[CH2:9][NH:10][CH3:11])[CH2:6][CH2:5][CH2:4][CH2:3][CH2:2]1.CCN(CC)CC.[CH3:34][C:33]([O:32][C:30](O[C:30]([O:32][C:33]([CH3:36])([CH3:35])[CH3:34])=[O:31])=[O:31])([CH3:36])[CH3:35].